This data is from Acute oral toxicity (LD50) regression data from Zhu et al.. The task is: Regression/Classification. Given a drug SMILES string, predict its toxicity properties. Task type varies by dataset: regression for continuous values (e.g., LD50, hERG inhibition percentage) or binary classification for toxic/non-toxic outcomes (e.g., AMES mutagenicity, cardiotoxicity, hepatotoxicity). Dataset: ld50_zhu. (1) The compound is Cc1c(Cl)c(Cl)c2nc(C(F)(F)F)[nH]c2c1Cl. The rat oral LD50 is 4.22, given as -log10 of the dose in mol/kg body weight (higher means more acutely toxic). (2) The drug is C[Si]1(C)O[Si](C)(C)O[Si](C)(C)O[Si](C)(C)O1. The rat oral LD50 is 2.29, given as -log10 of the dose in mol/kg body weight (higher means more acutely toxic). (3) The molecule is CCCOCC(=Nc1ccc(Cl)cc1C(F)(F)F)n1ccnc1. The rat oral LD50 is 2.68, given as -log10 of the dose in mol/kg body weight (higher means more acutely toxic). (4) The drug is CCCO. The rat oral LD50 is 1.51, given as -log10 of the dose in mol/kg body weight (higher means more acutely toxic). (5) The molecule is CNC(=O)NNc1cc(C(F)(F)F)cc(C(F)(F)F)c1. The rat oral LD50 is 2.15, given as -log10 of the dose in mol/kg body weight (higher means more acutely toxic). (6) The drug is CO[SiH](C)OC. The rat oral LD50 is 1.34, given as -log10 of the dose in mol/kg body weight (higher means more acutely toxic). (7) The compound is FC(F)(F)c1nc2c(Cl)ccc(Cl)c2[nH]1. The rat oral LD50 is 4.99, given as -log10 of the dose in mol/kg body weight (higher means more acutely toxic). (8) The drug is N#CCCO. The rat oral LD50 is 1.35, given as -log10 of the dose in mol/kg body weight (higher means more acutely toxic). (9) The molecule is CCCCN(CCCC)N=O. The rat oral LD50 is 2.12, given as -log10 of the dose in mol/kg body weight (higher means more acutely toxic). (10) The compound is COc1ccc(OC)cc1. The rat oral LD50 is 1.58, given as -log10 of the dose in mol/kg body weight (higher means more acutely toxic).